Dataset: Reaction yield outcomes from USPTO patents with 853,638 reactions. Task: Predict the reaction yield, written as a fraction of the theoretical maximum amount of product (1.0 means a 100% yield; for example, 0.34 means a 34% yield). (1) The reactants are BrC1C2C(=CC(F)=CC=2)N(S(C2C=CC=CC=2)(=O)=O)C=1.[F:21][C:22]1[CH:30]=[C:29]2[C:25]([C:26]([C:31]3[CH:32]=[N:33][N:34]([CH2:37][CH:38]4[CH2:43][CH2:42][N:41](C(OC(C)(C)C)=O)[CH2:40][CH2:39]4)[C:35]=3[CH3:36])=[CH:27][NH:28]2)=[CH:24][CH:23]=1. No catalyst specified. The product is [F:21][C:22]1[CH:30]=[C:29]2[C:25]([C:26]([C:31]3[CH:32]=[N:33][N:34]([CH2:37][CH:38]4[CH2:43][CH2:42][NH:41][CH2:40][CH2:39]4)[C:35]=3[CH3:36])=[CH:27][NH:28]2)=[CH:24][CH:23]=1. The yield is 0.130. (2) The reactants are C(=O)([O-])[O-].[K+].[K+].Cl[C:8]1[N:13]=[CH:12][CH:11]=[CH:10][N:9]=1.[CH3:14][O:15][C:16]1[CH:23]=[C:22]([O:24][CH3:25])[CH:21]=[CH:20][C:17]=1[CH2:18][NH2:19]. The yield is 0.840. The product is [CH3:14][O:15][C:16]1[CH:23]=[C:22]([O:24][CH3:25])[CH:21]=[CH:20][C:17]=1[CH2:18][NH:19][C:8]1[N:13]=[CH:12][CH:11]=[CH:10][N:9]=1. The catalyst is C(#N)C. (3) The reactants are [C:1]([O:5][C:6]([NH:8][C@@H:9]1[CH2:13][C@@H:12]([C:14]([OH:16])=[O:15])[CH:11]=[CH:10]1)=[O:7])([CH3:4])([CH3:3])[CH3:2].[OH-].C([N+](CCCC)(CCCC)CCCC)CCC.[Br:35]Br.[Na].O=C1O[C@H]([C@H](CO)O)C(O)=C1O. The catalyst is C(Cl)Cl.CO.O.C(=O)(O)[O-].[Na+]. The product is [Br:35][C@H:10]1[C@H:11]2[C@H:12]([C:14](=[O:16])[O:15]2)[CH2:13][C@H:9]1[NH:8][C:6](=[O:7])[O:5][C:1]([CH3:4])([CH3:2])[CH3:3]. The yield is 0.850.